This data is from Reaction yield outcomes from USPTO patents with 853,638 reactions. The task is: Predict the reaction yield, written as a fraction of the theoretical maximum amount of product (1.0 means a 100% yield; for example, 0.34 means a 34% yield). (1) The reactants are [CH:1]1([N:6]2[CH2:11][CH2:10][CH:9]([OH:12])[CH2:8][CH2:7]2)[CH2:5][CH2:4][CH2:3][CH2:2]1.C(N(CC)CC)C.[S:20](Cl)([CH3:23])(=[O:22])=[O:21]. The catalyst is C(Cl)Cl. The product is [CH:1]1([N:6]2[CH2:7][CH2:8][CH:9]([O:12][S:20]([CH3:23])(=[O:22])=[O:21])[CH2:10][CH2:11]2)[CH2:5][CH2:4][CH2:3][CH2:2]1. The yield is 0.950. (2) The reactants are CC1(C)[O:6][C@@H:5]([CH2:7][O:8][C:9]2[CH:14]=[C:13]([NH:15][C:16]([N:18]3[C@@H:24]4[CH2:25][N:21]([CH2:22][CH2:23]4)[C:20]4[CH:26]=[CH:27][C:28]([C:30]5[CH:35]=[CH:34][CH:33]=[C:32]([C:36]([F:39])([F:38])[F:37])[CH:31]=5)=[N:29][C:19]3=4)=[O:17])[CH:12]=[CH:11][N:10]=2)[CH2:4][O:3]1.Cl.O1CCOCC1. The catalyst is ClCCl.O. The product is [OH:6][C@H:5]([CH2:4][OH:3])[CH2:7][O:8][C:9]1[CH:14]=[C:13]([NH:15][C:16]([N:18]2[C@@H:24]3[CH2:25][N:21]([CH2:22][CH2:23]3)[C:20]3[CH:26]=[CH:27][C:28]([C:30]4[CH:35]=[CH:34][CH:33]=[C:32]([C:36]([F:37])([F:39])[F:38])[CH:31]=4)=[N:29][C:19]2=3)=[O:17])[CH:12]=[CH:11][N:10]=1. The yield is 0.740. (3) The reactants are [NH2:1][C:2]1[C:7](=[O:8])[N:6]([CH2:9][CH3:10])[N:5]=[C:4]([C:11]([OH:13])=[O:12])[CH:3]=1.Br[CH2:15][C:16]([O:18][CH2:19][C:20]1[CH:25]=[CH:24][CH:23]=[CH:22][CH:21]=1)=[O:17].C(=O)([O-])[O-].[K+].[K+]. The catalyst is CN(C)C=O. The product is [NH2:1][C:2]1[C:7](=[O:8])[N:6]([CH2:9][CH3:10])[N:5]=[C:4]([C:11]([O:13][CH2:15][C:16]([O:18][CH2:19][C:20]2[CH:25]=[CH:24][CH:23]=[CH:22][CH:21]=2)=[O:17])=[O:12])[CH:3]=1. The yield is 0.920. (4) The reactants are [CH3:1][O:2][C:3]1[CH:7]=[C:6]([C:8]([O:10]C)=[O:9])[N:5]([CH3:12])[N:4]=1.[OH-].[Na+].Cl. The catalyst is CO. The product is [CH3:1][O:2][C:3]1[CH:7]=[C:6]([C:8]([OH:10])=[O:9])[N:5]([CH3:12])[N:4]=1. The yield is 0.400.